Regression/Classification. Given a drug SMILES string, predict its absorption, distribution, metabolism, or excretion properties. Task type varies by dataset: regression for continuous measurements (e.g., permeability, clearance, half-life) or binary classification for categorical outcomes (e.g., BBB penetration, CYP inhibition). Dataset: cyp1a2_veith. From a dataset of CYP1A2 inhibition data for predicting drug metabolism from PubChem BioAssay. (1) The molecule is C#CCOCCCC(=O)O. The result is 0 (non-inhibitor). (2) The drug is c1ccc(Nc2ncnc3ccc(-c4ccoc4)cc23)cc1. The result is 1 (inhibitor). (3) The compound is COc1ccc(C2c3c(ncn(CCN4CCOCC4)c3=N)Oc3ccc4ccccc4c32)cc1OC. The result is 0 (non-inhibitor). (4) The compound is O=c1ccc2[nH]cc(C3=CCNCC3)c2[nH]1. The result is 0 (non-inhibitor). (5) The result is 1 (inhibitor). The drug is Cc1ccccc1C(=O)N/N=C/c1ccncc1. (6) The drug is CCOC(=O)c1cnn(-c2nc(-c3ccc(F)cc3)cs2)c1C(F)(F)F. The result is 1 (inhibitor).